From a dataset of Cav3 T-type calcium channel HTS with 100,875 compounds. Binary Classification. Given a drug SMILES string, predict its activity (active/inactive) in a high-throughput screening assay against a specified biological target. (1) The result is 0 (inactive). The compound is O=c1nc([nH]c2CCCCc12)NC(=O)CCC. (2) The drug is s1c(CC(=O)N(C(C(=O)NCC2OCCC2)c2cccnc2)c2ccccc2)ccc1. The result is 0 (inactive). (3) The molecule is [O-][N+](=O)/C=C1\N(CCC1)CC#N. The result is 0 (inactive). (4) The drug is S(=O)(=O)(c1ccc(C=2CC3N(C(CC3)C2C(OC)=O)C(=O)NC2CC2)cc1)C. The result is 0 (inactive). (5) The compound is Ic1c2OCCC(NC(=O)C(NC(=O)C(NC(=O)c2cc([N+]([O-])=O)c1)CO)CCC(=O)N)C(=O)N. The result is 0 (inactive). (6) The compound is S(Cc1cc(ccc1)C)Cc1sc(nn1)N. The result is 0 (inactive). (7) The compound is O=c1nc([nH]c2c1C(Cc1c2cccc1)(CC)C)NCCO. The result is 0 (inactive). (8) The molecule is S(CCN1C(=O)c2c(C1=O)cccc2)c1ccc(N)cc1. The result is 0 (inactive). (9) The compound is Fc1c(C(=O)Nc2cccnc2)cccc1. The result is 0 (inactive). (10) The compound is Fc1ccc(Cn2nc(c(NC(=O)c3noc4CCCCCc34)c2C)C)cc1. The result is 0 (inactive).